From a dataset of Reaction yield outcomes from USPTO patents with 853,638 reactions. Predict the reaction yield, written as a fraction of the theoretical maximum amount of product (1.0 means a 100% yield; for example, 0.34 means a 34% yield). The reactants are [C:1]([O:9][CH3:10])(=[O:8])[C:2]1[CH:7]=[CH:6][N:5]=[CH:4][CH:3]=1.[N+:11](C1C=C([N+]([O-])=O)C=CC=1ON)([O-])=O.[C:25]([C:27]1[CH:32]=[CH:31][C:30]([C:33]([F:36])([F:35])[F:34])=[CH:29][CH:28]=1)#[CH:26].C(=O)([O-])[O-].[K+].[K+]. The catalyst is CN(C=O)C. The product is [F:36][C:33]([F:34])([F:35])[C:30]1[CH:31]=[CH:32][C:27]([C:25]2[CH:26]=[N:11][N:5]3[CH:6]=[CH:7][C:2]([C:1]([O:9][CH3:10])=[O:8])=[CH:3][C:4]=23)=[CH:28][CH:29]=1. The yield is 0.250.